From a dataset of Forward reaction prediction with 1.9M reactions from USPTO patents (1976-2016). Predict the product of the given reaction. (1) Given the reactants [CH2:1]([O:3][C:4]1[N:8]([C:9]2[C:17]3[O:16][CH2:15][C@@H:14]([N:18](C(=O)C(F)(F)F)[C:19]4[CH:32]=[CH:31][C:22]5[C@H:23]([CH2:26][C:27]([O:29]C)=[O:28])[CH2:24][O:25][C:21]=5[CH:20]=4)[C:13]=3[CH:12]=[CH:11][CH:10]=2)[C:7]2[CH:39]=[C:40]([F:44])[CH:41]=[C:42]([F:43])[C:6]=2[N:5]=1)[CH3:2].[OH-].[Na+].Cl, predict the reaction product. The product is: [CH2:1]([O:3][C:4]1[N:8]([C:9]2[C:17]3[O:16][CH2:15][C@@H:14]([NH:18][C:19]4[CH:32]=[CH:31][C:22]5[C@H:23]([CH2:26][C:27]([OH:29])=[O:28])[CH2:24][O:25][C:21]=5[CH:20]=4)[C:13]=3[CH:12]=[CH:11][CH:10]=2)[C:7]2[CH:39]=[C:40]([F:44])[CH:41]=[C:42]([F:43])[C:6]=2[N:5]=1)[CH3:2]. (2) Given the reactants I[C:2]1[CH:20]=[CH:19][C:5]([C:6]([NH:8][C:9]2[CH:10]=[CH:11][CH:12]=[C:13]3[C:18]=2[N:17]=[CH:16][CH:15]=[CH:14]3)=[O:7])=[CH:4][CH:3]=1.C(=O)([O-])[O-].[Cs+].[Cs+].CC1(C)C2C(=C(P(C3C=CC=CC=3)C3C=CC=CC=3)C=CC=2)OC2C(P(C3C=CC=CC=3)C3C=CC=CC=3)=CC=CC1=2.[CH3:69][C:70]1([CH3:83])[O:74][C:73](=[O:75])[NH:72][C@H:71]1[C:76]1[CH:81]=[CH:80][CH:79]=[CH:78][C:77]=1[CH3:82], predict the reaction product. The product is: [CH3:69][C:70]1([CH3:83])[O:74][C:73](=[O:75])[N:72]([C:2]2[CH:20]=[CH:19][C:5]([C:6]([NH:8][C:9]3[CH:10]=[CH:11][CH:12]=[C:13]4[C:18]=3[N:17]=[CH:16][CH:15]=[CH:14]4)=[O:7])=[CH:4][CH:3]=2)[C@H:71]1[C:76]1[CH:81]=[CH:80][CH:79]=[CH:78][C:77]=1[CH3:82]. (3) The product is: [Cl:34][C:31]1[CH:32]=[CH:33][C:28]([N:24]2[CH2:25][CH2:26][CH2:27][NH:21][CH2:22][CH2:23]2)=[CH:29][C:30]=1[C:35]1[NH:12][C:5]2[CH:10]=[CH:9][CH:8]=[CH:7][C:6]=2[N:11]=1. Given the reactants C[Al](C)C.[C:5]1([NH2:12])[C:6]([NH2:11])=[CH:7][CH:8]=[CH:9][CH:10]=1.C.C(OC([N:21]1[CH2:27][CH2:26][CH2:25][N:24]([C:28]2[CH:33]=[CH:32][C:31]([Cl:34])=[C:30]([C:35](OCC)=O)[CH:29]=2)[CH2:23][CH2:22]1)=O)(C)(C)C, predict the reaction product. (4) Given the reactants [C:1](=O)([O:34]CCC(C)C)[O:2][CH2:3][N:4]1[C:13]2[C:8](=[CH:9][CH:10]=[C:11]([O:14][CH2:15][CH2:16][CH2:17][CH2:18][N:19]3[CH2:24][CH2:23][N:22]([C:25]4[CH:30]=[CH:29][CH:28]=[C:27]([Cl:31])C=4Cl)[CH2:21][CH2:20]3)[CH:12]=2)[CH2:7][CH2:6][C:5]1=[O:33].[C:41]([Cl:44])(Cl)=O.CC(C)CCO.ClC1C(Cl)=CC=CC=1N1CCN(CCCCO[C:70]2[CH:79]=[C:78]3[C:73]([CH2:74]CC(=O)N3CO)=[CH:72][CH:71]=2)CC1.C([N:85](CC)CC)C, predict the reaction product. The product is: [CH2:74]([NH:85][C:1](=[O:34])[O:2][CH2:3][N:4]1[C:13]2[C:8](=[CH:9][CH:10]=[C:11]([O:14][CH2:15][CH2:16][CH2:17][CH2:18][N:19]3[CH2:24][CH2:23][N:22]([C:25]4[CH:30]=[CH:29][CH:28]=[C:27]([Cl:31])[C:41]=4[Cl:44])[CH2:21][CH2:20]3)[CH:12]=2)[CH2:7][CH2:6][C:5]1=[O:33])[C:73]1[CH:78]=[CH:79][CH:70]=[CH:71][CH:72]=1. (5) Given the reactants [NH2:1][C:2]1[C:3]2[C:10]([C:11]3[CH:16]=[CH:15][C:14]([O:17][C:18]4[CH:23]=[CH:22][CH:21]=[CH:20][CH:19]=4)=[CH:13][CH:12]=3)=[C:9]([C:24]#[N:25])[N:8]([C@@H:26]3[CH2:30][CH2:29][N:28]([C:31]([O:33][C:34]([CH3:37])([CH3:36])[CH3:35])=[O:32])[CH2:27]3)[C:4]=2[N:5]=[CH:6][N:7]=1.[OH-:38].[Na+], predict the reaction product. The product is: [NH2:1][C:2]1[C:3]2[C:10]([C:11]3[CH:12]=[CH:13][C:14]([O:17][C:18]4[CH:19]=[CH:20][CH:21]=[CH:22][CH:23]=4)=[CH:15][CH:16]=3)=[C:9]([C:24](=[O:38])[NH2:25])[N:8]([C@@H:26]3[CH2:30][CH2:29][N:28]([C:31]([O:33][C:34]([CH3:37])([CH3:36])[CH3:35])=[O:32])[CH2:27]3)[C:4]=2[N:5]=[CH:6][N:7]=1. (6) Given the reactants Cl[C:2]1[CH:7]=[C:6]([S:8][CH3:9])[N:5]=[CH:4][N:3]=1.[IH:10], predict the reaction product. The product is: [I:10][C:2]1[CH:7]=[C:6]([S:8][CH3:9])[N:5]=[CH:4][N:3]=1. (7) Given the reactants [Li+].CC([N-][CH:6]([CH3:8])[CH3:7])C.[CH2:9]([O:11][C:12](=[O:17])[CH2:13][CH2:14][CH:15]=[CH2:16])[CH3:10].Br[CH2:19]C(C)=C, predict the reaction product. The product is: [CH2:9]([O:11][C:12](=[O:17])[CH:13]([CH2:8][CH:6]=[CH2:7])[CH2:14][C:15]([CH3:19])=[CH2:16])[CH3:10]. (8) Given the reactants [Cl:1][C:2]1[N:10]([CH2:11][O:12][CH2:13][CH2:14][Si:15]([CH3:18])([CH3:17])[CH3:16])[C:9]2[C:4](=[N:5][C:6]([C:20]3[CH:25]=[CH:24][C:23]([C:26]4([CH2:29]I)[CH2:28][CH2:27]4)=[CH:22][CH:21]=3)=[C:7]([Cl:19])[CH:8]=2)[CH:3]=1.[Na+].[CH3:32][S:33]([O-:35])=[O:34], predict the reaction product. The product is: [Cl:1][C:2]1[N:10]([CH2:11][O:12][CH2:13][CH2:14][Si:15]([CH3:18])([CH3:17])[CH3:16])[C:9]2[C:4](=[N:5][C:6]([C:20]3[CH:25]=[CH:24][C:23]([C:26]4([CH2:29][S:33]([CH3:32])(=[O:35])=[O:34])[CH2:28][CH2:27]4)=[CH:22][CH:21]=3)=[C:7]([Cl:19])[CH:8]=2)[CH:3]=1. (9) Given the reactants [CH2:1]1[C:11]2=[C:12]3[C:7](=[CH:8][CH:9]=[CH:10]2)[CH2:6][CH2:5][N:4]([CH2:13][CH2:14][CH2:15][NH:16][C:17](=O)[CH3:18])[CH:3]3[CH2:2]1.[H-].[H-].[H-].[H-].[Li+].[Al+3].O.[OH-].[Na+], predict the reaction product. The product is: [CH2:17]([NH:16][CH2:15][CH2:14][CH2:13][N:4]1[CH2:5][CH2:6][C:7]2[C:12]3[CH:3]1[CH2:2][CH2:1][C:11]=3[CH:10]=[CH:9][CH:8]=2)[CH3:18].